The task is: Predict the product of the given reaction.. This data is from Forward reaction prediction with 1.9M reactions from USPTO patents (1976-2016). (1) Given the reactants Cl.[F:2][C:3]([F:21])([F:20])[C:4]([C:7]1[CH:8]=[N:9][C:10]([N:13]2[CH2:18][CH2:17][NH:16][CH2:15][C@@H:14]2[CH3:19])=[N:11][CH:12]=1)([OH:6])[CH3:5].C(N(CC)CC)C.[N+:29]([C:32]1[S:36][C:35]([S:37](Cl)(=[O:39])=[O:38])=[CH:34][CH:33]=1)([O-:31])=[O:30], predict the reaction product. The product is: [N+:29]([C:32]1[S:36][C:35]([S:37]([N:16]2[CH2:17][CH2:18][N:13]([C:10]3[N:11]=[CH:12][C:7]([C:4]([OH:6])([CH3:5])[C:3]([F:2])([F:20])[F:21])=[CH:8][N:9]=3)[C@@H:14]([CH3:19])[CH2:15]2)(=[O:39])=[O:38])=[CH:34][CH:33]=1)([O-:31])=[O:30]. (2) Given the reactants [NH2:1][C:2]1[C:3]([F:23])=[CH:4][C:5]([Cl:22])=[C:6]([C:8]2[C:9](=[O:21])[N:10]([CH2:19][CH3:20])[C:11]3[C:16]([CH:17]=2)=[CH:15][N:14]=[C:13]([Cl:18])[CH:12]=3)[CH:7]=1.[F:24][C:25]1[CH:26]=[C:27]([N:32]=[C:33]=[O:34])[CH:28]=[C:29]([F:31])[CH:30]=1, predict the reaction product. The product is: [Cl:22][C:5]1[C:6]([C:8]2[C:9](=[O:21])[N:10]([CH2:19][CH3:20])[C:11]3[C:16]([CH:17]=2)=[CH:15][N:14]=[C:13]([Cl:18])[CH:12]=3)=[CH:7][C:2]([NH:1][C:33]([NH:32][C:27]2[CH:28]=[C:29]([F:31])[CH:30]=[C:25]([F:24])[CH:26]=2)=[O:34])=[C:3]([F:23])[CH:4]=1. (3) Given the reactants Br[C:2]1[N:18]=[C:5]2[CH:6]=[CH:7][CH:8]=[C:9]([CH2:10][N:11]3[CH2:16][CH2:15][NH:14][C:13](=[O:17])[CH2:12]3)[N:4]2[N:3]=1.[CH3:19]S(OS(C)(=O)=O)(=O)=O.BrC1N=C2C=CC=C([CH2:37][OH:38])N2N=1.[CH:40]([N:43]([CH2:47][CH3:48])[CH:44]([CH3:46])C)([CH3:42])C.[NH:49]1[CH2:54][CH2:53][NH:52]CC1=O, predict the reaction product. The product is: [OH:38][CH:37]1[CH2:46][CH2:44][N:43]([C:40]2[N:49]=[CH:54][C:53]([NH:52][C:2]3[N:18]=[C:5]4[CH:6]=[CH:7][CH:8]=[C:9]([CH2:10][N:11]5[CH2:16][CH2:15][NH:14][C:13](=[O:17])[CH2:12]5)[N:4]4[N:3]=3)=[CH:19][CH:42]=2)[CH2:47][CH2:48]1. (4) The product is: [NH2:1][C:2]1[NH:3][C:4](=[O:28])[C:5]([CH2:9][CH2:10][CH2:11][CH:12]([C:19]2[CH:20]=[CH:21][C:22]([C:23]([NH:30][C@H:31]([C:41]([O:43][C:44]([CH3:47])([CH3:46])[CH3:45])=[O:42])[CH2:32][CH2:33][C:34]([O:36][C:37]([CH3:40])([CH3:38])[CH3:39])=[O:35])=[O:24])=[CH:26][CH:27]=2)[C:13](=[O:18])[C:14]([F:16])([F:17])[F:15])=[C:6]([NH2:8])[N:7]=1. Given the reactants [NH2:1][C:2]1[NH:3][C:4](=[O:28])[C:5]([CH2:9][CH2:10][CH2:11][CH:12]([C:19]2[CH:27]=[CH:26][C:22]([C:23](O)=[O:24])=[CH:21][CH:20]=2)[C:13](=[O:18])[C:14]([F:17])([F:16])[F:15])=[C:6]([NH2:8])[N:7]=1.Cl.[NH2:30][C@H:31]([C:41]([O:43][C:44]([CH3:47])([CH3:46])[CH3:45])=[O:42])[CH2:32][CH2:33][C:34]([O:36][C:37]([CH3:40])([CH3:39])[CH3:38])=[O:35].C([O-])(O)=O.[Na+].CCN=C=NCCCN(C)C, predict the reaction product. (5) The product is: [NH2:1][C:2](=[O:31])[C@@H:3]([NH:7][C:8]([C:10]1([CH2:22][C:23]2[CH:28]=[CH:27][CH:26]=[C:25]([O:29][CH3:30])[CH:24]=2)[CH2:14][CH2:13][CH2:12][N:11]1[C:15]([C@@H:17]1[CH2:21][CH2:20][CH2:19][N:18]1[C:75](=[O:76])[C@@H:74]([NH:73][C:71](=[O:72])[O:70][CH2:63][C:64]1[CH:69]=[CH:68][CH:67]=[CH:66][CH:65]=1)[C@H:78]([OH:80])[CH3:79])=[O:16])=[O:9])[C@H:4]([OH:6])[CH3:5]. Given the reactants [NH2:1][C:2](=[O:31])[C@@H:3]([NH:7][C:8]([C:10]1([CH2:22][C:23]2[CH:28]=[CH:27][CH:26]=[C:25]([O:29][CH3:30])[CH:24]=2)[CH2:14][CH2:13][CH2:12][N:11]1[C:15]([C@@H:17]1[CH2:21][CH2:20][CH2:19][NH:18]1)=[O:16])=[O:9])[C@H:4]([OH:6])[CH3:5].C1C=CC2N(O)N=NC=2C=1.CCN=C=NCCCN(C)C.Cl.CCN(C(C)C)C(C)C.[CH2:63]([O:70][C:71]([NH:73][C@@H:74]([C@H:78]([OH:80])[CH3:79])[C:75](O)=[O:76])=[O:72])[C:64]1[CH:69]=[CH:68][CH:67]=[CH:66][CH:65]=1, predict the reaction product. (6) Given the reactants [C:1]([C:5]1[N:9]([CH2:10][CH:11]2[CH2:16][CH2:15][O:14][CH2:13][CH2:12]2)[C:8]2[CH:17]=[CH:18][C:19]([NH:21]C(=O)C)=[CH:20][C:7]=2[N:6]=1)([CH3:4])([CH3:3])[CH3:2], predict the reaction product. The product is: [C:1]([C:5]1[N:9]([CH2:10][CH:11]2[CH2:16][CH2:15][O:14][CH2:13][CH2:12]2)[C:8]2[CH:17]=[CH:18][C:19]([NH2:21])=[CH:20][C:7]=2[N:6]=1)([CH3:4])([CH3:2])[CH3:3]. (7) Given the reactants C1(S)C=CC=CC=1.C(=O)([O-])[O-].[K+].[K+].[C:14]1([CH:24]([N:26]([CH2:39][CH2:40][CH2:41][C:42]2[CH:47]=[CH:46][CH:45]=[C:44]([C:48]([F:51])([F:50])[F:49])[CH:43]=2)S(C2C=CC([N+]([O-])=O)=CC=2)(=O)=O)[CH3:25])[C:23]2[C:18](=[CH:19][CH:20]=[CH:21][CH:22]=2)[CH:17]=[CH:16][CH:15]=1, predict the reaction product. The product is: [CH3:25][C@@H:24]([NH:26][CH2:39][CH2:40][CH2:41][C:42]1[CH:47]=[CH:46][CH:45]=[C:44]([C:48]([F:49])([F:50])[F:51])[CH:43]=1)[C:14]1[CH:15]=[CH:16][CH:17]=[C:18]2[CH:19]=[CH:20][CH:21]=[CH:22][C:23]=12.